This data is from Reaction yield outcomes from USPTO patents with 853,638 reactions. The task is: Predict the reaction yield, written as a fraction of the theoretical maximum amount of product (1.0 means a 100% yield; for example, 0.34 means a 34% yield). (1) The reactants are Cl[C:2]1[N:7]=[C:6]([NH:8][C:9]2[CH:10]=[CH:11][C:12]3[O:13][C:14]([CH3:21])([CH3:20])[C:15](=[O:19])[NH:16][C:17]=3[N:18]=2)[C:5]([F:22])=[CH:4][N:3]=1.[CH3:23][O:24][C:25]1[CH:26]=[C:27]([CH:29]=[C:30]([O:34][CH3:35])[C:31]=1[O:32][CH3:33])[NH2:28].O.[OH-].[Na+]. The catalyst is CN1CCCC1=O. The product is [F:22][C:5]1[C:6]([NH:8][C:9]2[CH:10]=[CH:11][C:12]3[O:13][C:14]([CH3:21])([CH3:20])[C:15](=[O:19])[NH:16][C:17]=3[N:18]=2)=[N:7][C:2]([NH:28][C:27]2[CH:29]=[C:30]([O:34][CH3:35])[C:31]([O:32][CH3:33])=[C:25]([O:24][CH3:23])[CH:26]=2)=[N:3][CH:4]=1. The yield is 0.910. (2) The reactants are [CH2:1]([O:8][N:9]1[C:12]2([CH:17]=[CH:16][C:15](=[O:18])[CH:14]([O:19][Si:20]([C:23]([CH3:26])([CH3:25])[CH3:24])([CH3:22])[CH3:21])[CH:13]2[OH:27])[CH2:11][C:10]1=[O:28])[C:2]1[CH:7]=[CH:6][CH:5]=[CH:4][CH:3]=1.[CH3:29][Si:30]([CH3:37])([CH3:36])N1C=CN=C1. No catalyst specified. The product is [CH2:1]([O:8][N:9]1[C:12]2([CH:17]=[CH:16][C:15](=[O:18])[CH:14]([O:19][Si:20]([C:23]([CH3:24])([CH3:25])[CH3:26])([CH3:21])[CH3:22])[CH:13]2[O:27][Si:30]([CH3:37])([CH3:36])[CH3:29])[CH2:11][C:10]1=[O:28])[C:2]1[CH:7]=[CH:6][CH:5]=[CH:4][CH:3]=1. The yield is 0.650.